This data is from Reaction yield outcomes from USPTO patents with 853,638 reactions. The task is: Predict the reaction yield, written as a fraction of the theoretical maximum amount of product (1.0 means a 100% yield; for example, 0.34 means a 34% yield). (1) The reactants are [NH:1]1[CH2:6][CH2:5][NH:4][CH2:3][CH2:2]1.Cl[C:8]1[C:17]2[C:12](=[CH:13][CH:14]=[C:15]([O:18][CH3:19])[CH:16]=2)[N:11]=[CH:10][N:9]=1. The catalyst is CN(C=O)C. The product is [CH3:19][O:18][C:15]1[CH:16]=[C:17]2[C:12](=[CH:13][CH:14]=1)[N:11]=[CH:10][N:9]=[C:8]2[N:1]1[CH2:6][CH2:5][NH:4][CH2:3][CH2:2]1. The yield is 0.910. (2) The reactants are Cl.[Cl:2][C:3]1[CH:8]=[CH:7][C:6]([Cl:9])=[CH:5][C:4]=1[NH:10]N.[CH2:12]1[CH2:19][C:17](=O)[C:15](=[O:16])[CH2:14][CH2:13]1. The catalyst is CO. The product is [Cl:9][C:6]1[CH:7]=[CH:8][C:3]([Cl:2])=[C:4]2[C:5]=1[C:13]1[CH2:12][CH2:19][CH2:17][C:15](=[O:16])[C:14]=1[NH:10]2. The yield is 0.118.